Dataset: Catalyst prediction with 721,799 reactions and 888 catalyst types from USPTO. Task: Predict which catalyst facilitates the given reaction. (1) Reactant: [H-].[Na+].[Br:3][C:4]1[CH:5]=[CH:6][C:7]([CH2:13][OH:14])=[C:8]([CH:12]=1)[C:9]([OH:11])=[O:10].Br[CH2:16][C:17]([OH:19])=[O:18].[I-].[Na+]. Product: [Br:3][C:4]1[CH:5]=[CH:6][C:7]([CH2:13][O:14][CH2:16][C:17]([OH:19])=[O:18])=[C:8]([CH:12]=1)[C:9]([OH:11])=[O:10]. The catalyst class is: 30. (2) The catalyst class is: 15. Reactant: [CH:1]1([N:4]([CH:30]2[CH2:32][CH2:31]2)[C:5]([C:7]2[N:27]([CH2:28][CH3:29])[C:10]3=[N:11][C:12]([NH:19]/[C:20](/SC)=[CH:21]/[C:22](=O)[CH3:23])=[C:13]4[N:17]=[CH:16][N:15]([CH3:18])[C:14]4=[C:9]3[CH:8]=2)=[O:6])[CH2:3][CH2:2]1.[CH3:33][N:34](C(OC(C)(C)C)=O)[NH2:35].C(O)=O. Product: [CH:1]1([N:4]([CH:30]2[CH2:31][CH2:32]2)[C:5]([C:7]2[N:27]([CH2:28][CH3:29])[C:10]3=[N:11][C:12]([NH:19][C:20]4[CH:21]=[C:22]([CH3:23])[N:34]([CH3:33])[N:35]=4)=[C:13]4[N:17]=[CH:16][N:15]([CH3:18])[C:14]4=[C:9]3[CH:8]=2)=[O:6])[CH2:3][CH2:2]1. (3) Reactant: [O:1]1[C:6]2[CH:7]=[CH:8][C:9]([S:11]([N:14]([CH2:39][CH:40]([CH3:42])[CH3:41])[CH2:15][C@@H:16]([OH:38])[C@@H:17]([NH:26][C:27](=[O:37])[O:28][C@@H:29]3[C@H:36]4[C@H:32]([O:33][CH2:34][CH2:35]4)[O:31][CH2:30]3)[CH2:18][C:19]3[CH:24]=[CH:23][C:22]([OH:25])=[CH:21][CH:20]=3)(=[O:13])=[O:12])=[CH:10][C:5]=2[O:4][CH2:3][CH2:2]1.[C:43]([C:45]1[CH:46]=[C:47]([CH:50]=[CH:51][CH:52]=1)[CH2:48]Cl)#[N:44].C(=O)([O-])[O-].[Cs+].[Cs+].CN(C)C=O. Product: [C:43]([C:45]1[CH:46]=[C:47]([CH:50]=[CH:51][CH:52]=1)[CH2:48][O:25][C:22]1[CH:21]=[CH:20][C:19]([CH2:18][C@H:17]([NH:26][C:27](=[O:37])[O:28][C@@H:29]2[C@H:36]3[C@H:32]([O:33][CH2:34][CH2:35]3)[O:31][CH2:30]2)[C@H:16]([OH:38])[CH2:15][N:14]([S:11]([C:9]2[CH:8]=[CH:7][C:6]3[O:1][CH2:2][CH2:3][O:4][C:5]=3[CH:10]=2)(=[O:12])=[O:13])[CH2:39][CH:40]([CH3:42])[CH3:41])=[CH:24][CH:23]=1)#[N:44]. The catalyst class is: 13. (4) Reactant: [NH:1]1[CH2:5][CH2:4][CH2:3][CH2:2]1.[O:6]1[C@@H:8]([CH2:9][CH3:10])[CH2:7]1. Product: [N:1]1([CH2:7][C@@H:8]([OH:6])[CH2:9][CH3:10])[CH2:5][CH2:4][CH2:3][CH2:2]1. The catalyst class is: 6.